This data is from Reaction yield outcomes from USPTO patents with 853,638 reactions. The task is: Predict the reaction yield, written as a fraction of the theoretical maximum amount of product (1.0 means a 100% yield; for example, 0.34 means a 34% yield). (1) The product is [NH2:1][C:2]1[C:6]2[CH:7]=[N:8][C:9]([NH:11][C:12]([NH:14][C@@H:15]([C:17]3[CH:22]=[CH:21][CH:20]=[CH:19][CH:18]=3)[CH3:16])=[O:13])=[CH:10][C:5]=2[NH:4][N:3]=1. The reactants are [NH2:1][C:2]1[C:6]2[CH:7]=[N:8][C:9]([NH:11][C:12]([NH:14][C@@H:15]([C:17]3[CH:22]=[CH:21][CH:20]=[CH:19][CH:18]=3)[CH3:16])=[O:13])=[CH:10][C:5]=2[N:4](C(C2C=CC=CC=2)(C2C=CC=CC=2)C2C=CC=CC=2)[N:3]=1.C([SiH](CC)CC)C.FC(F)(F)C(O)=O. The yield is 0.850. The catalyst is C(Cl)Cl. (2) The reactants are [OH-].[Na+].[N+:3]([C:6]1[CH:11]=[CH:10][C:9]([SH:12])=[CH:8][CH:7]=1)([O-:5])=[O:4].I[CH2:14][CH3:15].O. The catalyst is CCO. The product is [CH2:14]([S:12][C:9]1[CH:10]=[CH:11][C:6]([N+:3]([O-:5])=[O:4])=[CH:7][CH:8]=1)[CH3:15]. The yield is 0.590.